This data is from Full USPTO retrosynthesis dataset with 1.9M reactions from patents (1976-2016). The task is: Predict the reactants needed to synthesize the given product. Given the product [Br:3][C:4]1[C:12]([CH:13]([CH3:15])[CH3:14])=[CH:11][CH:10]=[C:9]2[C:5]=1[CH:6]=[N:7][N:8]2[S:16]([C:19]1[CH:25]=[CH:24][C:22]([CH3:23])=[CH:21][CH:20]=1)(=[O:18])=[O:17], predict the reactants needed to synthesize it. The reactants are: [H-].[Na+].[Br:3][C:4]1[C:12]([CH:13]([CH3:15])[CH3:14])=[CH:11][CH:10]=[C:9]2[C:5]=1[CH:6]=[N:7][NH:8]2.[S:16](Cl)([C:19]1[CH:25]=[CH:24][C:22]([CH3:23])=[CH:21][CH:20]=1)(=[O:18])=[O:17].[NH4+].[Cl-].